From a dataset of Forward reaction prediction with 1.9M reactions from USPTO patents (1976-2016). Predict the product of the given reaction. (1) Given the reactants [C:1]([C:3]1[CH:8]=[CH:7][CH:6]=[CH:5][C:4]=1[C:9]1[CH:14]=[CH:13][C:12]([CH2:15][C:16]2[C:17](=[O:41])[N:18]([C@H:28]3[CH2:33][CH2:32][C@H:31]([O:34][CH2:35][C:36](OCC)=[O:37])[CH2:30][CH2:29]3)[C:19]3[N:20]([N:25]=[CH:26][CH:27]=3)[C:21]=2[CH2:22][CH2:23][CH3:24])=[CH:11][CH:10]=1)#[N:2].C(O)C.[BH4-].[Li+].[Cl-].[NH4+], predict the reaction product. The product is: [OH:37][CH2:36][CH2:35][O:34][C@H:31]1[CH2:32][CH2:33][C@H:28]([N:18]2[C:17](=[O:41])[C:16]([CH2:15][C:12]3[CH:13]=[CH:14][C:9]([C:4]4[C:3]([C:1]#[N:2])=[CH:8][CH:7]=[CH:6][CH:5]=4)=[CH:10][CH:11]=3)=[C:21]([CH2:22][CH2:23][CH3:24])[N:20]3[N:25]=[CH:26][CH:27]=[C:19]23)[CH2:29][CH2:30]1. (2) The product is: [ClH:29].[CH3:25][C:16]1[C:17]2[CH2:21][O:20][C:19](=[O:22])[C:18]=2[CH:23]=[CH:24][C:15]=1[CH:12]([O:13][CH3:14])[CH2:11][N:9]1[CH2:10][CH2:5][NH:6][CH2:7][CH2:8]1. Given the reactants CC([CH:5]1[CH2:10][N:9]([CH2:11][CH:12]([C:15]2[CH:24]=[CH:23][C:18]3[C:19](=[O:22])[O:20][CH2:21][C:17]=3[C:16]=2[CH3:25])[O:13][CH3:14])[CH2:8][CH2:7][N:6]1C([O-])=O)(C)C.[ClH:29], predict the reaction product. (3) Given the reactants [CH:1](=[N:3][OH:4])[CH3:2].[CH3:5][CH:6]([OH:9])[C:7]#[CH:8].CCN(CC)CC.[O-]Cl.[Na+], predict the reaction product. The product is: [CH3:2][C:1]1[CH:8]=[C:7]([CH:6]([OH:9])[CH3:5])[O:4][N:3]=1.